Dataset: Catalyst prediction with 721,799 reactions and 888 catalyst types from USPTO. Task: Predict which catalyst facilitates the given reaction. (1) The catalyst class is: 6. Product: [C:17]([O:20][C:21]([NH:1][C:2]1[CH:3]=[C:4]([CH:8]=[CH:9][CH:10]=1)[C:5]([OH:7])=[O:6])=[O:22])([CH3:19])([CH3:18])[CH3:16]. Reactant: [NH2:1][C:2]1[CH:3]=[C:4]([CH:8]=[CH:9][CH:10]=1)[C:5]([OH:7])=[O:6].C1COCC1.[CH3:16][C:17]([O:20][C:21](O[C:21]([O:20][C:17]([CH3:19])([CH3:18])[CH3:16])=[O:22])=[O:22])([CH3:19])[CH3:18].CCN(CC)CC. (2) Reactant: [CH3:1][O:2][C:3](=[O:27])[C:4]([NH:19][C:20]([O:22][C:23]([CH3:26])([CH3:25])[CH3:24])=[O:21])=[CH:5][C:6]1[C:7]([NH:12][C:13](=[O:18])[C:14]([CH3:17])([CH3:16])[CH3:15])=[N:8][CH:9]=[CH:10][CH:11]=1. Product: [CH3:1][O:2][C:3](=[O:27])[CH:4]([NH:19][C:20]([O:22][C:23]([CH3:26])([CH3:25])[CH3:24])=[O:21])[CH2:5][C:6]1[C:7]([NH:12][C:13](=[O:18])[C:14]([CH3:17])([CH3:16])[CH3:15])=[N:8][CH:9]=[CH:10][CH:11]=1. The catalyst class is: 29. (3) Reactant: [OH:1][C@H:2]([CH2:18][OH:19])[CH2:3][CH2:4][O:5][C:6]1[C:15]2[C:10](=[CH:11][CH:12]=[CH:13][CH:14]=2)[C:9]([CH:16]=[O:17])=[CH:8][CH:7]=1.[CH3:20][O:21][C:22]1[CH:43]=[CH:42][C:25]([C:26](Cl)([C:35]2[CH:40]=[CH:39][CH:38]=[CH:37][CH:36]=2)[C:27]2[CH:32]=[CH:31][C:30]([O:33][CH3:34])=[CH:29][CH:28]=2)=[CH:24][CH:23]=1. Product: [CH3:34][O:33][C:30]1[CH:29]=[CH:28][C:27]([C:26]([C:25]2[CH:24]=[CH:23][C:22]([O:21][CH3:20])=[CH:43][CH:42]=2)([C:35]2[CH:40]=[CH:39][CH:38]=[CH:37][CH:36]=2)[O:19][CH2:18][C@@H:2]([OH:1])[CH2:3][CH2:4][O:5][C:6]2[C:15]3[C:10](=[CH:11][CH:12]=[CH:13][CH:14]=3)[C:9]([CH:16]=[O:17])=[CH:8][CH:7]=2)=[CH:32][CH:31]=1. The catalyst class is: 17. (4) The catalyst class is: 7. Product: [C:12]([C:9]1[CH:8]=[C:7]([S:16][C:17]([S:20][C:21]2[CH:22]=[C:23]([C:32]([CH3:35])([CH3:34])[CH3:33])[C:24]([O:31][CH2:45][CH2:44][CH:42]3[CH:41]([CH2:47][CH2:48][OH:49])[O:40][CH:39]([O:38][CH2:36][CH3:37])[O:43]3)=[C:25]([C:27]([CH3:30])([CH3:29])[CH3:28])[CH:26]=2)([CH3:18])[CH3:19])[CH:6]=[C:5]([C:2]([CH3:1])([CH3:3])[CH3:4])[C:10]=1[OH:11])([CH3:13])([CH3:14])[CH3:15]. Reactant: [CH3:1][C:2]([C:5]1[CH:6]=[C:7]([S:16][C:17]([S:20][C:21]2[CH:26]=[C:25]([C:27]([CH3:30])([CH3:29])[CH3:28])[C:24]([OH:31])=[C:23]([C:32]([CH3:35])([CH3:34])[CH3:33])[CH:22]=2)([CH3:19])[CH3:18])[CH:8]=[C:9]([C:12]([CH3:15])([CH3:14])[CH3:13])[C:10]=1[OH:11])([CH3:4])[CH3:3].[CH2:36]([O:38][CH:39]1[O:43][CH:42]([CH2:44][CH2:45]O)[CH:41]([CH2:47][CH2:48][OH:49])[O:40]1)[CH3:37].C1(P(C2C=CC=CC=2)C2C=CC=CC=2)C=CC=CC=1.N(C(OCC)=O)=NC(OCC)=O. (5) Reactant: [Br:1][CH:2]([CH3:15])[C:3]([C:5]1[S:9][C:8]2[CH:10]=[CH:11][CH:12]=[C:13]([Cl:14])[C:7]=2[CH:6]=1)=O.[NH:16]1[CH2:20][CH2:19][NH:18][C:17]1=[S:21].C(O)C. Product: [BrH:1].[Cl:14][C:13]1[C:7]2[CH:6]=[C:5]([C:3]3[N:18]4[CH2:19][CH2:20][N:16]=[C:17]4[S:21][C:2]=3[CH3:15])[S:9][C:8]=2[CH:10]=[CH:11][CH:12]=1. The catalyst class is: 15. (6) Reactant: [Cl:1][C:2]1[C:11]2[C:6](=[CH:7][CH:8]=[C:9](I)[CH:10]=2)[N:5]=[C:4]([C:13]([F:16])([F:15])[F:14])[C:3]=1[C:17]1[CH:22]=[CH:21][CH:20]=[CH:19][CH:18]=1.C([Mg]Cl)(C)C.[C:28]([CH:36]1[CH2:41][CH2:40][N:39]([C:42]([O:44][C:45]([CH3:48])([CH3:47])[CH3:46])=[O:43])[CH2:38][CH2:37]1)(=[O:35])[C:29]1[CH:34]=[CH:33][CH:32]=[N:31][CH:30]=1. Product: [Cl:1][C:2]1[C:11]2[C:6](=[CH:7][CH:8]=[C:9]([C:28]([OH:35])([C:29]3[CH:30]=[N:31][CH:32]=[CH:33][CH:34]=3)[CH:36]3[CH2:37][CH2:38][N:39]([C:42]([O:44][C:45]([CH3:48])([CH3:47])[CH3:46])=[O:43])[CH2:40][CH2:41]3)[CH:10]=2)[N:5]=[C:4]([C:13]([F:16])([F:15])[F:14])[C:3]=1[C:17]1[CH:22]=[CH:21][CH:20]=[CH:19][CH:18]=1. The catalyst class is: 1. (7) Reactant: [CH3:1][C:2]1([CH3:10])[O:6][CH:5]([C:7]([O-:9])=[O:8])[CH2:4][O:3]1.[K+].IC.[CH3:14]N(C)CCN(C)C. Product: [CH3:1][C:2]1([CH3:10])[O:6][CH:5]([C:7]([O:9][CH3:14])=[O:8])[CH2:4][O:3]1. The catalyst class is: 10. (8) The catalyst class is: 4. Reactant: [NH2:1][C:2]1[CH:7]=[CH:6][C:5]([C:8]([N:10]2[CH2:15][CH2:14][N:13]([CH2:16][C:17]3[CH:22]=[CH:21][C:20]([C:23]([OH:32])([C:28]([F:31])([F:30])[F:29])[C:24]([F:27])([F:26])[F:25])=[CH:19][CH:18]=3)[CH2:12][CH2:11]2)=[O:9])=[CH:4][C:3]=1[F:33].C(N(CC)CC)C.[CH3:41][C:42]([CH3:48])([CH3:47])[CH2:43][C:44](Cl)=[O:45]. Product: [F:33][C:3]1[CH:4]=[C:5]([C:8]([N:10]2[CH2:11][CH2:12][N:13]([CH2:16][C:17]3[CH:22]=[CH:21][C:20]([C:23]([OH:32])([C:24]([F:25])([F:26])[F:27])[C:28]([F:30])([F:31])[F:29])=[CH:19][CH:18]=3)[CH2:14][CH2:15]2)=[O:9])[CH:6]=[CH:7][C:2]=1[NH:1][C:44](=[O:45])[CH2:43][C:42]([CH3:48])([CH3:47])[CH3:41]. (9) Reactant: [NH2:1][C:2]1[N:7]=[C:6]([C:8]([OH:10])=[O:9])[C:5]([Br:11])=[CH:4][CH:3]=1.[Si](C=[N+]=[N-])(C)(C)[CH3:13]. Product: [NH2:1][C:2]1[N:7]=[C:6]([C:8]([O:10][CH3:13])=[O:9])[C:5]([Br:11])=[CH:4][CH:3]=1. The catalyst class is: 370.